Dataset: Full USPTO retrosynthesis dataset with 1.9M reactions from patents (1976-2016). Task: Predict the reactants needed to synthesize the given product. (1) The reactants are: [NH2:1][C:2](=[N:20][OH:21])[CH:3]1[CH2:7][C:6]2([CH2:12][CH2:11][N:10]([C:13]([O:15]C(C)(C)C)=O)[CH2:9][CH2:8]2)[O:5][CH2:4]1.CCN(C(C)C)C(C)C.[F:31][C:32]([F:44])([F:43])[O:33][C:34]1[CH:42]=[CH:41][C:37]([C:38](Cl)=O)=[CH:36][CH:35]=1.Cl.O1CCOCC1.[CH3:52][C:53]1[C:57]([CH3:58])=[C:56]([NH:59]C(=O)OC2C=CC=CC=2)[O:55][N:54]=1. Given the product [CH3:52][C:53]1[C:57]([CH3:58])=[C:56]([NH:59][C:13]([N:10]2[CH2:9][CH2:8][C:6]3([O:5][CH2:4][CH:3]([C:2]4[N:1]=[C:38]([C:37]5[CH:41]=[CH:42][C:34]([O:33][C:32]([F:44])([F:43])[F:31])=[CH:35][CH:36]=5)[O:21][N:20]=4)[CH2:7]3)[CH2:12][CH2:11]2)=[O:15])[O:55][N:54]=1, predict the reactants needed to synthesize it. (2) Given the product [CH3:32][C@H:6]1[CH2:7][CH2:8][C:9]2[C:14](=[CH:13][CH:12]=[C:11]([CH:15]3[CH2:20][CH2:19][NH:18][CH2:17][CH2:16]3)[C:10]=2[O:28][CH2:29][CH2:30][CH3:31])[N:5]1[C:2](=[O:4])[CH3:3], predict the reactants needed to synthesize it. The reactants are: Cl.[C:2]([N:5]1[C:14]2[C:9](=[C:10]([O:28][CH2:29][CH2:30][CH3:31])[C:11]([CH:15]3[CH2:20][CH2:19][N:18](C(OC(C)(C)C)=O)[CH2:17][CH2:16]3)=[CH:12][CH:13]=2)[CH2:8][CH2:7][C@@H:6]1[CH3:32])(=[O:4])[CH3:3].